From a dataset of Catalyst prediction with 721,799 reactions and 888 catalyst types from USPTO. Predict which catalyst facilitates the given reaction. (1) Reactant: [CH3:1][S:2](Cl)(=[O:4])=[O:3].[C:6]([O:10][C:11](=[O:19])[NH:12][C@H:13]1[CH2:17][CH2:16][C@@H:15]([OH:18])[CH2:14]1)([CH3:9])([CH3:8])[CH3:7].N1C(C)=CC=CC=1C. Product: [CH3:1][S:2]([O:18][C@@H:15]1[CH2:16][CH2:17][C@H:13]([NH:12][C:11]([O:10][C:6]([CH3:9])([CH3:7])[CH3:8])=[O:19])[CH2:14]1)(=[O:4])=[O:3]. The catalyst class is: 4. (2) Reactant: [Si:1]([O:8][CH2:9][C@@H:10]([NH2:17])[CH2:11][CH2:12][C:13]([F:16])([F:15])[F:14])([C:4]([CH3:7])([CH3:6])[CH3:5])([CH3:3])[CH3:2].C(O[CH:21](O)[C:22]([F:25])([F:24])[F:23])C.O. Product: [Si:1]([O:8][CH2:9][C@@H:10](/[N:17]=[CH:21]/[C:22]([F:25])([F:24])[F:23])[CH2:11][CH2:12][C:13]([F:14])([F:16])[F:15])([C:4]([CH3:6])([CH3:7])[CH3:5])([CH3:3])[CH3:2]. The catalyst class is: 48. (3) Reactant: C(=O)([O-])[O-].[K+].[K+].CN(C=O)C.[N+:12]([C:15]1[CH:20]=[CH:19][CH:18]=[CH:17][C:16]=1[S:21]([NH:24][CH2:25][CH2:26][C:27]1[CH:28]=[N:29][CH:30]=[CH:31][CH:32]=1)(=[O:23])=[O:22])([O-:14])=[O:13].[CH2:33]([N:35]1[C:41](=[O:42])[C:40]([CH3:44])([CH3:43])[C:39](=[O:45])[N:38]([CH3:46])[C:37]2[CH:47]=[C:48]([O:51][CH2:52][CH2:53][CH2:54]I)[CH:49]=[CH:50][C:36]1=2)[CH3:34]. Product: [N+:12]([C:15]1[CH:20]=[CH:19][CH:18]=[CH:17][C:16]=1[S:21]([N:24]([CH2:25][CH2:26][C:27]1[CH:28]=[N:29][CH:30]=[CH:31][CH:32]=1)[CH2:54][CH2:53][CH2:52][O:51][C:48]1[CH:49]=[CH:50][C:36]2[N:35]([CH2:33][CH3:34])[C:41](=[O:42])[C:40]([CH3:44])([CH3:43])[C:39](=[O:45])[N:38]([CH3:46])[C:37]=2[CH:47]=1)(=[O:22])=[O:23])([O-:14])=[O:13]. The catalyst class is: 84. (4) Reactant: [NH2:1][C:2]([CH3:30])([CH3:29])[CH2:3][NH:4][C:5](=[O:28])[NH:6][C:7]1[CH:26]=[CH:25][C:10]([CH2:11][CH:12]2[CH2:17][CH2:16][N:15](C(OC(C)(C)C)=O)[CH2:14][CH2:13]2)=[CH:9][C:8]=1[F:27].FC(F)(F)C(O)=O. Product: [NH2:1][C:2]([CH3:30])([CH3:29])[CH2:3][NH:4][C:5]([NH:6][C:7]1[CH:26]=[CH:25][C:10]([CH2:11][CH:12]2[CH2:17][CH2:16][NH:15][CH2:14][CH2:13]2)=[CH:9][C:8]=1[F:27])=[O:28]. The catalyst class is: 4. (5) The catalyst class is: 12. Reactant: [NH:1]1[CH2:6][CH2:5][NH:4][CH2:3][CH2:2]1.Br[C:8]1[CH:13]=[CH:12][C:11]([CH3:14])=[CH:10][N:9]=1.C(=O)([O-])[O-].[K+].[K+]. Product: [CH3:14][C:11]1[CH:12]=[CH:13][C:8]([N:1]2[CH2:6][CH2:5][NH:4][CH2:3][CH2:2]2)=[N:9][CH:10]=1. (6) Reactant: [CH3:1][C:2]1[N:6]([CH:7]([CH:9]2[C:11]3([CH2:13][CH2:12]3)[CH2:10]2)[CH3:8])[N:5]=[CH:4][C:3]=1[C:14](Cl)=[O:15].[CH3:17][NH:18][C:19]1[CH:24]=[CH:23][N:22]=[N:21][CH:20]=1.C(N(CC)CC)C. Product: [CH3:17][N:18]([C:19]1[CH:24]=[CH:23][N:22]=[N:21][CH:20]=1)[C:14]([C:3]1[CH:4]=[N:5][N:6]([CH:7]([CH:9]2[C:11]3([CH2:13][CH2:12]3)[CH2:10]2)[CH3:8])[C:2]=1[CH3:1])=[O:15]. The catalyst class is: 1. (7) Reactant: [F:1][C:2]1[CH:3]=[C:4]2[N:12](S(C3C=CC(C)=CC=3)(=O)=O)[CH:11]=[CH:10][C:5]2=[N:6][C:7]=1[C:8]#[N:9].[OH-].[Na+]. Product: [F:1][C:2]1[CH:3]=[C:4]2[NH:12][CH:11]=[CH:10][C:5]2=[N:6][C:7]=1[C:8]#[N:9]. The catalyst class is: 24. (8) Reactant: [CH3:1][C:2]1[CH:3]=[CH:4][C:5]([N:8]([CH:16]2[CH2:21][CH2:20][N:19]([CH2:22][CH2:23][C:24]3([CH2:30][C:31]([OH:33])=O)[CH2:29][CH2:28][CH2:27][CH2:26][CH2:25]3)[CH2:18][CH2:17]2)[C:9]([C:11]2[O:12][CH:13]=[CH:14][CH:15]=2)=[O:10])=[N:6][CH:7]=1.C(Cl)(=O)C(Cl)=O.[NH:40]1[CH2:45][CH2:44][O:43][CH2:42][CH2:41]1. Product: [N:40]1([C:31](=[O:33])[CH2:30][C:24]2([CH2:23][CH2:22][N:19]3[CH2:20][CH2:21][CH:16]([N:8]([C:5]4[CH:4]=[CH:3][C:2]([CH3:1])=[CH:7][N:6]=4)[C:9]([C:11]4[O:12][CH:13]=[CH:14][CH:15]=4)=[O:10])[CH2:17][CH2:18]3)[CH2:25][CH2:26][CH2:27][CH2:28][CH2:29]2)[CH2:45][CH2:44][O:43][CH2:42][CH2:41]1. The catalyst class is: 4. (9) Reactant: [I:1][C:2]1[CH:7]=[CH:6][C:5]([NH:8][C:9]2[C:17]([F:18])=[C:16]([F:19])[C:15]([F:20])=[CH:14][C:10]=2[C:11]([OH:13])=O)=[C:4]([CH3:21])[CH:3]=1.[CH:22]([O:24][CH2:25][CH2:26][O:27][NH2:28])=[CH2:23].C(N(C(C)C)CC)(C)C.N1(O[P+](N2CCCC2)(N2CCCC2)N2CCCC2)C2C=CC=CC=2N=N1.F[P-](F)(F)(F)(F)F. Product: [I:1][C:2]1[CH:7]=[CH:6][C:5]([NH:8][C:9]2[C:17]([F:18])=[C:16]([F:19])[C:15]([F:20])=[CH:14][C:10]=2[C:11]([NH:28][O:27][CH2:26][CH2:25][O:24][CH:22]=[CH2:23])=[O:13])=[C:4]([CH3:21])[CH:3]=1. The catalyst class is: 363.